This data is from Forward reaction prediction with 1.9M reactions from USPTO patents (1976-2016). The task is: Predict the product of the given reaction. (1) The product is: [CH3:1][O:2][C:3]([C:5]1[O:9][C:8]([CH3:12])=[C:7]([Br:11])[CH:6]=1)=[O:4]. Given the reactants [CH3:1][O:2][C:3]([C:5]1[O:9][C:8](Br)=[C:7]([Br:11])[CH:6]=1)=[O:4].[CH3:12][Zn]Cl, predict the reaction product. (2) The product is: [CH3:20][C:11]1[N+:10]([O-:9])=[C:1]([C:2]2[CH:7]=[CH:6][CH:5]=[CH:4][CH:3]=2)[O:8][C:12]=1[C:14]1[CH:19]=[CH:18][CH:17]=[CH:16][CH:15]=1. Given the reactants [CH:1](=[O:8])[C:2]1[CH:7]=[CH:6][CH:5]=[CH:4][CH:3]=1.[OH:9]/[N:10]=[C:11](\[CH3:20])/[C:12]([C:14]1[CH:19]=[CH:18][CH:17]=[CH:16][CH:15]=1)=O, predict the reaction product.